Dataset: Drug-target binding data from BindingDB using Ki measurements. Task: Regression. Given a target protein amino acid sequence and a drug SMILES string, predict the binding affinity score between them. We predict pKi (pKi = -log10(Ki in M); higher means stronger inhibition). Dataset: bindingdb_ki. (1) The drug is Cc1nc(COc2ccc(C[C@H](NC(=O)O[C@H]3CO[C@H]4OCC[C@@H]34)[C@H](O)CN(CC(C)C)S(=O)(=O)c3ccc4c(c3)OCO4)cc2)cs1. The target protein sequence is PQVTLWQRPIVTIKIGGQQREALLDTGADDTVLEDINLPGRWKPKIIGGVGGFVKVRQYDQVPIEICGHKVIGTVLVGPTPANIIGRNLMTQIGCTLNF. The pKi is 10.0. (2) The compound is CN(C)CCCN1c2ccccc2CCc2ccc(Cl)cc21. The target is MLLARMKPQVQPELGGADQ. The pKi is 7.8. (3) The compound is CC1(C)S[C@@H]2[C@H](NC(=O)Cc3ccccc3)C(=O)N2[C@H]1C(=O)O. The target protein (O35956) has sequence MAFNDLLKQVGGVGRFQLIQVTMVVAPLLLMASHNTLQNFTAAIPPHHCRPPANANLSKDGGLEAWLPLDKQGQPESCLRFTSPQWGPPFYNGTEANGTRVTEPCIDGWVYDNSTFPSTIVTEWNLVCSHRAFRQLAQSLYMVGVLLGAMVFGYLADRLGRRKVLILNYLQTAVSGTCAAYAPNYTVYCVFRLLSGMSLASIAINCMTLNVEWMPIHTRAYVGTLIGYVYSLGQFLLAGIAYAVPHWRHLQLVVSVPFFIAFIYSWFFIESARWYSSSGRLDLTLRALQRVARINGKQEEGAKLSIEVLRTSLQKELTLSKGQASAMELLRCPTLRHLFLCLSMLWFATSFAYYGLVMDLQGFGVSMYLIQVIFGAVDLPAKFVCFLVINSMGRRPAQMASLLLAGICILVNGIIPKSHTIIRTSLAVLGKGCLASSFNCIFLYTGELYPTVIRQTGLGMGSTMARVGSIVSPLVSMTAEFYPSMPLFIFGAVPVVASAV.... The pKi is 3.4. (4) The drug is CC[C@H](C)[C@H](NC(=O)[C@H](CO)NC(=O)[C@H](CO)NC(=O)[C@H](CC(C)C)NC(=O)[C@H](CCCCN)NC(=O)[C@H](CCC(=O)O)NC(=O)[C@H](Cc1ccc(O)cc1)NC(=O)CNC(=O)[C@H](CO)NC(=O)[C@@H](N)CCCCN)C(=O)N[C@@H](CCC(=O)O)C(=O)N[C@@H](CO)C(=O)N[C@@H](CC(=O)O)C(=O)N[C@H](C(=O)O)C(C)C. The target protein (P78352) has sequence MDCLCIVTTKKYRYQDEDTPPLEHSPAHLPNQANSPPVIVNTDTLEAPGYELQVNGTEGEMEYEEITLERGNSGLGFSIAGGTDNPHIGDDPSIFITKIIPGGAAAQDGRLRVNDSILFVNEVDVREVTHSAAVEALKEAGSIVRLYVMRRKPPAEKVMEIKLIKGPKGLGFSIAGGVGNQHIPGDNSIYVTKIIEGGAAHKDGRLQIGDKILAVNSVGLEDVMHEDAVAALKNTYDVVYLKVAKPSNAYLSDSYAPPDITTSYSQHLDNEISHSSYLGTDYPTAMTPTSPRRYSPVAKDLLGEEDIPREPRRIVIHRGSTGLGFNIVGGEDGEGIFISFILAGGPADLSGELRKGDQILSVNGVDLRNASHEQAAIALKNAGQTVTIIAQYKPEEYSRFEAKIHDLREQLMNSSLGSGTASLRSNPKRGFYIRALFDYDKTKDCGFLSQALSFRFGDVLHVIDASDEEWWQARRVHSDSETDDIGFIPSKRRVERREWS.... The pKi is 5.4. (5) The small molecule is O=c1[nH]cnc2c1nc(Sc1cccc(C(F)(F)F)c1)n2C1O[C@H](COP(=O)(O)O)[C@@H](O)[C@H]1O. The target protein (P0ADG7) has sequence MLRIAKEALTFDDVLLVPAHSTVLPNTADLSTQLTKTIRLNIPMLSAAMDTVTEARLAIALAQEGGIGFIHKNMSIERQAEEVRRVKKHESGVVTDPQTVLPTTTLREVKELTERNGFAGYPVVTEENELVGIITGRDVRFVTDLNQPVSVYMTPKERLVTVREGEAREVVLAKMHEKRVEKALVVDDEFHLIGMITVKDFQKAERKPNACKDEQGRLRVGAAVGAGAGNEERVDALVAAGVDVLLIDSSHGHSEGVLQRIRETRAKYPDLQIIGGNVATAAGARALAEAGCSAVKVGIGPGSICTTRIVTGVGVPQITAVADAVEALEGTGIPVIADGGIRFSGDIAKAIAAGASAVMVGSMLAGTEESPGEIELYQGRSYKSYRGMGSLGAMSKGSSDRYFQSDNAADKLVPEGIEGRVAYKGRLKEIIHQQMGGLRSCMGLTGCGTIDELRTKAEFVRISGAGIQESHVHDVTITKESPNYRLGS. The pKi is 4.0. (6) The drug is CC1=C(/C=C/C(C)=C/C=C/C(C)=C/C(=O)O)C(C)(C)CCC1. The target protein (P10276) has sequence MASNSSSCPTPGGGHLNGYPVPPYAFFFPPMLGGLSPPGALTTLQHQLPVSGYSTPSPATIETQSSSSEEIVPSPPSPPPLPRIYKPCFVCQDKSSGYHYGVSACEGCKGFFRRSIQKNMVYTCHRDKNCIINKVTRNRCQYCRLQKCFEVGMSKESVRNDRNKKKKEVPKPECSESYTLTPEVGELIEKVRKAHQETFPALCQLGKYTTNNSSEQRVSLDIDLWDKFSELSTKCIIKTVEFAKQLPGFTTLTIADQITLLKAACLDILILRICTRYTPEQDTMTFSDGLTLNRTQMHNAGFGPLTDLVFAFANQLLPLEMDDAETGLLSAICLICGDRQDLEQPDRVDMLQEPLLEALKVYVRKRRPSRPHMFPKMLMKITDLRSISAKGAERVITLKMEIPGSMPPLIQEMLENSEGLDTLSGQPGGGGRDGGGLAPPPGSCSPSLSPSSNRSSPATHSP. The pKi is 9.7.